Dataset: Forward reaction prediction with 1.9M reactions from USPTO patents (1976-2016). Task: Predict the product of the given reaction. (1) The product is: [C:32]([O:36][C:37](=[O:49])[CH2:38][O:39][C:40]1[CH:45]=[CH:44][C:43]([Cl:46])=[CH:42][C:41]=1[C:47]#[C:48][C:51]1[CH:61]=[CH:60][C:54]([C:55]([N:57]([CH3:58])[CH3:59])=[O:56])=[C:53]([S:62]([CH:65]([CH3:67])[CH3:66])(=[O:63])=[O:64])[CH:52]=1)([CH3:35])([CH3:34])[CH3:33]. Given the reactants C(OC(=O)COC1C=CC(Cl)=CC=1C#CC1C=C(S(CCC)(=O)=O)C=CC=1F)(C)(C)C.[C:32]([O:36][C:37](=[O:49])[CH2:38][O:39][C:40]1[CH:45]=[CH:44][C:43]([Cl:46])=[CH:42][C:41]=1[C:47]#[CH:48])([CH3:35])([CH3:34])[CH3:33].Br[C:51]1[CH:61]=[CH:60][C:54]([C:55]([N:57]([CH3:59])[CH3:58])=[O:56])=[C:53]([S:62]([CH:65]([CH3:67])[CH3:66])(=[O:64])=[O:63])[CH:52]=1, predict the reaction product. (2) The product is: [F:1][C:2]1[C:7]([CH:8]=[CH2:24])=[CH:6][CH:5]=[C:4]([F:10])[C:3]=1[C:11]1[N:16]=[C:15]([C:17]([O:19][CH3:20])=[O:18])[CH:14]=[CH:13][C:12]=1[F:21]. Given the reactants [F:1][C:2]1[C:7]([CH:8]=O)=[CH:6][CH:5]=[C:4]([F:10])[C:3]=1[C:11]1[N:16]=[C:15]([C:17]([O:19][CH3:20])=[O:18])[CH:14]=[CH:13][C:12]=1[F:21].[H-].[Na+].[CH2:24]1COCC1, predict the reaction product. (3) Given the reactants [C:1]1([C:19]2[CH:24]=[CH:23][CH:22]=[CH:21][CH:20]=2)[CH:6]=[CH:5][C:4]([C:7]2[CH:8]=[C:9]([N+:16]([O-:18])=[O:17])[CH:10]=[C:11]3[C:15]=2[NH:14][CH:13]=[CH:12]3)=[CH:3][CH:2]=1.[CH3:25]I.[H-].[Na+].O, predict the reaction product. The product is: [C:1]1([C:19]2[CH:24]=[CH:23][CH:22]=[CH:21][CH:20]=2)[CH:6]=[CH:5][C:4]([C:7]2[CH:8]=[C:9]([N+:16]([O-:18])=[O:17])[CH:10]=[C:11]3[C:15]=2[N:14]([CH3:25])[CH:13]=[CH:12]3)=[CH:3][CH:2]=1. (4) Given the reactants [H-].[H-].[H-].[H-].[Li+].[Al+3].[NH:7]1[C:17]2[C:18]3[C:9]([CH2:10][NH:11][C:12](=O)[C:13]=3[CH:14]=[CH:15][CH:16]=2)=[CH:8]1.N1C2C3[C:22](CNCC=3C=CC=2)=[CH:21]1.C(=O)C.C(O[BH-](OC(=O)C)OC(=O)C)(=O)C.[Na+], predict the reaction product. The product is: [CH2:21]([N:11]1[CH2:10][C:9]2=[CH:8][NH:7][C:17]3[C:18]2=[C:13]([CH:14]=[CH:15][CH:16]=3)[CH2:12]1)[CH3:22]. (5) Given the reactants [F:1][C:2]1[CH:7]=[CH:6][C:5]([C:8]2([C:13]([OH:15])=O)[CH2:12][CH2:11][CH2:10][CH2:9]2)=[CH:4][CH:3]=1.[NH2:16][C@H:17]1[CH2:36][N:21]2[C:22]3[C:27]([C:28]([CH2:29][C:30]([O:32]CCC)=[O:31])=[C:20]2[CH2:19][CH2:18]1)=[CH:26][CH:25]=[CH:24][CH:23]=3, predict the reaction product. The product is: [F:1][C:2]1[CH:3]=[CH:4][C:5]([C:8]2([C:13]([NH:16][C@H:17]3[CH2:36][N:21]4[C:22]5[C:27]([C:28]([CH2:29][C:30]([OH:32])=[O:31])=[C:20]4[CH2:19][CH2:18]3)=[CH:26][CH:25]=[CH:24][CH:23]=5)=[O:15])[CH2:9][CH2:10][CH2:11][CH2:12]2)=[CH:6][CH:7]=1. (6) Given the reactants [O:1]=[S:2]1(=[O:36])[C:6]2[CH:7]=[CH:8][CH:9]=[CH:10][C:5]=2[C:4]([NH:11][C@@H:12]([CH2:17][C:18]2[CH:23]=[CH:22][C:21]([O:24][CH2:25][C:26]3[CH:35]=[CH:34][C:29]4[O:30][CH2:31][CH2:32][O:33][C:28]=4[CH:27]=3)=[CH:20][CH:19]=2)[C:13]([O:15]C)=[O:14])=[N:3]1.[Li+].[OH-].Cl.O, predict the reaction product. The product is: [O:36]=[S:2]1(=[O:1])[C:6]2[CH:7]=[CH:8][CH:9]=[CH:10][C:5]=2[C:4]([NH:11][C@@H:12]([CH2:17][C:18]2[CH:19]=[CH:20][C:21]([O:24][CH2:25][C:26]3[CH:35]=[CH:34][C:29]4[O:30][CH2:31][CH2:32][O:33][C:28]=4[CH:27]=3)=[CH:22][CH:23]=2)[C:13]([OH:15])=[O:14])=[N:3]1. (7) Given the reactants [CH3:1][O:2][C:3]([C:5]1[NH:14][C:8]2=[CH:9][N:10]=[CH:11][C:12]([Br:13])=[C:7]2[CH:6]=1)=[O:4].[C:15](=[O:18])([O-])[O-:16].[Na+].[Na+], predict the reaction product. The product is: [CH3:1][O:2][C:3]([C:5]1[N:14]([C:15]([O:16][C:7]([CH3:8])([CH3:12])[CH3:6])=[O:18])[C:8]2=[CH:9][N:10]=[CH:11][C:12]([Br:13])=[C:7]2[CH:6]=1)=[O:4].